Predict the reactants needed to synthesize the given product. From a dataset of Full USPTO retrosynthesis dataset with 1.9M reactions from patents (1976-2016). (1) The reactants are: [C:1]1([CH3:14])[CH:6]=[CH:5][CH:4]=[C:3]([N:7]2[N:11]=[N:10][C:9]([CH2:12][OH:13])=[N:8]2)[CH:2]=1.[H-].[Na+].[CH:17]1([N:20]2[C:24](S(C)(=O)=O)=[N:23][N:22]=[C:21]2[C:29]2[CH:34]=[CH:33][N:32]=[CH:31][CH:30]=2)[CH2:19][CH2:18]1. Given the product [CH:17]1([N:20]2[C:24]([O:13][CH2:12][C:9]3[N:10]=[N:11][N:7]([C:3]4[CH:2]=[C:1]([CH3:14])[CH:6]=[CH:5][CH:4]=4)[N:8]=3)=[N:23][N:22]=[C:21]2[C:29]2[CH:30]=[CH:31][N:32]=[CH:33][CH:34]=2)[CH2:19][CH2:18]1, predict the reactants needed to synthesize it. (2) The reactants are: [OH:1][C:2]1[CH:3]=[CH:4][C:5]2[C:17](=[O:18])[C:16]3[C:15]4[C:10](=[CH:11][C:12]([C:19]#[N:20])=[CH:13][CH:14]=4)[NH:9][C:8]=3[C:7]([CH3:22])([CH3:21])[C:6]=2[CH:23]=1.[C:24]([SiH2:28][O:29][C:30]([CH3:41])([CH3:40])[C@@H:31]1[O:35][C:34]([CH3:37])([CH3:36])[O:33][C@@H:32]1[CH2:38]O)([CH3:27])([CH3:26])[CH3:25]. Given the product [C:24]([SiH2:28][O:29][C:30]([CH3:40])([CH3:41])[C@H:31]1[O:35][C:34]([CH3:37])([CH3:36])[O:33][C@@H:32]1[CH2:38][O:1][C:2]1[CH:3]=[CH:4][C:5]2[C:17](=[O:18])[C:16]3[C:15]4[C:10](=[CH:11][C:12]([C:19]#[N:20])=[CH:13][CH:14]=4)[NH:9][C:8]=3[C:7]([CH3:21])([CH3:22])[C:6]=2[CH:23]=1)([CH3:27])([CH3:25])[CH3:26], predict the reactants needed to synthesize it. (3) The reactants are: Cl[C:2]1[N:7]=[CH:6][C:5]([CH2:8][C:9]2[CH:10]=[C:11]3[C:16](=[C:17]4[CH:22]=[CH:21][N:20]=[CH:19][C:18]=24)[N:15]=[CH:14][N:13]([C@H:23]2[CH2:28][CH2:27][CH2:26][CH2:25][C@@H:24]2[OH:29])[C:12]3=[O:30])=[CH:4][CH:3]=1.CN[C@@H]1CCCC[C@H]1NC.[CH3:41][OH:42]. Given the product [OH:29][C@H:24]1[CH2:25][CH2:26][CH2:27][CH2:28][C@@H:23]1[N:13]1[C:12](=[O:30])[C:11]2[C:16](=[C:17]3[CH:22]=[CH:21][N:20]=[CH:19][C:18]3=[C:9]([CH2:8][C:5]3[CH:6]=[N:7][C:2]([O:42][CH3:41])=[CH:3][CH:4]=3)[CH:10]=2)[N:15]=[CH:14]1, predict the reactants needed to synthesize it. (4) Given the product [Cl:1][C:2]1[C:7]([Cl:8])=[N:6][CH:5]=[C:4]([CH:3]=1)[CH:9]=[O:10], predict the reactants needed to synthesize it. The reactants are: [Cl:1][C:2]1[CH:3]=[C:4]([CH2:9][OH:10])[CH:5]=[N:6][C:7]=1[Cl:8].CC(OI1(OC(C)=O)(OC(C)=O)OC(=O)C2C=CC=CC1=2)=O.